The task is: Regression. Given a peptide amino acid sequence and an MHC pseudo amino acid sequence, predict their binding affinity value. This is MHC class I binding data.. This data is from Peptide-MHC class I binding affinity with 185,985 pairs from IEDB/IMGT. (1) The peptide sequence is FIKDRATAV. The MHC is HLA-A24:03 with pseudo-sequence HLA-A24:03. The binding affinity (normalized) is 0.0847. (2) The peptide sequence is EIRHRSGIQ. The MHC is HLA-A26:01 with pseudo-sequence HLA-A26:01. The binding affinity (normalized) is 0.0847. (3) The peptide sequence is FRISGRGGK. The MHC is HLA-B40:01 with pseudo-sequence HLA-B40:01. The binding affinity (normalized) is 0.0847. (4) The peptide sequence is RINEGWPAY. The MHC is HLA-B58:01 with pseudo-sequence HLA-B58:01. The binding affinity (normalized) is 0.0847. (5) The peptide sequence is RPRCAYLPF. The MHC is HLA-A02:03 with pseudo-sequence HLA-A02:03. The binding affinity (normalized) is 0.215. (6) The peptide sequence is FLYALALLL. The MHC is HLA-A24:02 with pseudo-sequence HLA-A24:02. The binding affinity (normalized) is 0. (7) The peptide sequence is ALYVFCNDHK. The MHC is HLA-A11:01 with pseudo-sequence HLA-A11:01. The binding affinity (normalized) is 0.820. (8) The peptide sequence is YTGDFDSVS. The MHC is Patr-B0101 with pseudo-sequence Patr-B0101. The binding affinity (normalized) is 0.0158.